This data is from Reaction yield outcomes from USPTO patents with 853,638 reactions. The task is: Predict the reaction yield, written as a fraction of the theoretical maximum amount of product (1.0 means a 100% yield; for example, 0.34 means a 34% yield). (1) The reactants are [C:1]([O:5][C:6]([N:8]1[CH2:13][CH2:12][N:11]([C:14](=[O:28])[CH2:15][O:16][C:17]2[CH:22]=[CH:21][C:20]([C:23]([O:25]C)=[O:24])=[C:19]([Cl:27])[CH:18]=2)[CH2:10][CH2:9]1)=[O:7])([CH3:4])([CH3:3])[CH3:2].C[Si](C)(C)[O-].[K+].[SiH3][O-].[K+]. The catalyst is C1COCC1.O. The product is [C:1]([O:5][C:6]([N:8]1[CH2:9][CH2:10][N:11]([C:14](=[O:28])[CH2:15][O:16][C:17]2[CH:22]=[CH:21][C:20]([C:23]([OH:25])=[O:24])=[C:19]([Cl:27])[CH:18]=2)[CH2:12][CH2:13]1)=[O:7])([CH3:4])([CH3:2])[CH3:3]. The yield is 0.850. (2) The reactants are Cl[C:2]1[CH:7]=[CH:6][N:5]=[CH:4][C:3]=1[S:8]([NH2:11])(=[O:10])=[O:9].[N-:12]=[N+:13]=[N-:14].[Na+].CN(C)C=O.O. The catalyst is [Cl-].[NH4+]. The product is [N:12]([C:2]1[CH:7]=[CH:6][N:5]=[CH:4][C:3]=1[S:8]([NH2:11])(=[O:10])=[O:9])=[N+:13]=[N-:14]. The yield is 0.910. (3) The product is [F:18][C:12]1[CH:13]=[C:14]([F:17])[CH:15]=[CH:16][C:11]=1[C:8]1[CH:9]=[N:10][C:5]2[N:6]([CH:19]=[C:3]([CH2:2][O:20][C:21]3[CH:26]=[CH:25][CH:24]=[CH:23][N:22]=3)[N:4]=2)[N:7]=1. The reactants are Cl[CH2:2][C:3]1[N:4]=[C:5]2[N:10]=[CH:9][C:8]([C:11]3[CH:16]=[CH:15][C:14]([F:17])=[CH:13][C:12]=3[F:18])=[N:7][N:6]2[CH:19]=1.[OH:20][C:21]1[CH:26]=[CH:25][CH:24]=[CH:23][N:22]=1. The catalyst is CN(C)C=O.C(=O)([O-])[O-].[Ag+2]. The yield is 0.190.